From a dataset of Reaction yield outcomes from USPTO patents with 853,638 reactions. Predict the reaction yield, written as a fraction of the theoretical maximum amount of product (1.0 means a 100% yield; for example, 0.34 means a 34% yield). (1) The reactants are [Cl-].O[NH3+:3].[C:4](=[O:7])([O-])[OH:5].[Na+].CS(C)=O.[CH3:13][C:14]1([CH3:50])[CH:23]=[CH:22][C:21]2[C:16](=[CH:17][CH:18]=[C:19]([N:24]3[C:29](=[O:30])[C:28]([CH2:31][C:32]4[CH:37]=[CH:36][C:35]([C:38]5[C:39]([C:44]#[N:45])=[CH:40][CH:41]=[CH:42][CH:43]=5)=[CH:34][CH:33]=4)=[C:27]([CH2:46][CH2:47][CH3:48])[N:26]=[C:25]3[CH3:49])[CH:20]=2)[O:15]1. The catalyst is C(OCC)(=O)C. The product is [CH3:13][C:14]1([CH3:50])[CH:23]=[CH:22][C:21]2[C:16](=[CH:17][CH:18]=[C:19]([N:24]3[C:29](=[O:30])[C:28]([CH2:31][C:32]4[CH:37]=[CH:36][C:35]([C:38]5[CH:43]=[CH:42][CH:41]=[CH:40][C:39]=5[C:44]5[NH:3][C:4](=[O:7])[O:5][N:45]=5)=[CH:34][CH:33]=4)=[C:27]([CH2:46][CH2:47][CH3:48])[N:26]=[C:25]3[CH3:49])[CH:20]=2)[O:15]1. The yield is 0.740. (2) The reactants are [F:1][C:2]1[CH:7]=[CH:6][C:5]([C:8]2[O:9][C:10]3[CH:19]=[C:18]([NH:20][S:21]([CH3:24])(=[O:23])=[O:22])[C:17]([C:25]4[CH:30]=[CH:29][CH:28]=[CH:27][CH:26]=4)=[CH:16][C:11]=3[C:12]=2[C:13](O)=[O:14])=[CH:4][CH:3]=1.C1C=CC2N(O)N=[N:37][C:35]=2C=1.CCN=C=NCCCN(C)C.CN. The catalyst is CN(C=O)C.O.CCN(CC)CC. The product is [F:1][C:2]1[CH:7]=[CH:6][C:5]([C:8]2[O:9][C:10]3[CH:19]=[C:18]([NH:20][S:21]([CH3:24])(=[O:22])=[O:23])[C:17]([C:25]4[CH:26]=[CH:27][CH:28]=[CH:29][CH:30]=4)=[CH:16][C:11]=3[C:12]=2[C:13]([NH:37][CH3:35])=[O:14])=[CH:4][CH:3]=1. The yield is 0.880. (3) The reactants are [F:1][C:2]1([F:12])[CH2:8][O:7][C@:6]([CH2:10][OH:11])([CH3:9])[CH2:5][CH2:4][CH2:3]1.CC(C)=[O:15].OS(O)(=O)=O.O=[Cr](=O)=O. The catalyst is CC(C)=O.CCOC(C)=O. The product is [F:12][C:2]1([F:1])[CH2:8][O:7][C@@:6]([CH3:9])([C:10]([OH:15])=[O:11])[CH2:5][CH2:4][CH2:3]1. The yield is 0.660. (4) The reactants are [F:1][C:2]([F:52])([F:51])[C:3]1[CH:4]=[C:5]([CH:48]=[CH:49][CH:50]=1)[CH2:6][NH:7][C:8]([C:10]1[CH:15]=[CH:14][N:13]=[C:12]([C:16]2[CH:21]=[C:20]([N:22]3[CH2:27][CH2:26][O:25][CH2:24][CH2:23]3)[CH:19]=[CH:18][C:17]=2[NH:28][C:29]([C:31]2[CH:32]=[C:33]([CH:45]=[CH:46][CH:47]=2)[CH2:34][S:35][CH2:36][CH2:37][C:38]([O:40]C(C)(C)C)=[O:39])=[O:30])[CH:11]=1)=[O:9].FC(F)(F)C(O)=O. The catalyst is ClCCl. The product is [F:52][C:2]([F:1])([F:51])[C:3]1[CH:4]=[C:5]([CH:48]=[CH:49][CH:50]=1)[CH2:6][NH:7][C:8]([C:10]1[CH:15]=[CH:14][N:13]=[C:12]([C:16]2[CH:21]=[C:20]([N:22]3[CH2:23][CH2:24][O:25][CH2:26][CH2:27]3)[CH:19]=[CH:18][C:17]=2[NH:28][C:29]([C:31]2[CH:32]=[C:33]([CH:45]=[CH:46][CH:47]=2)[CH2:34][S:35][CH2:36][CH2:37][C:38]([OH:40])=[O:39])=[O:30])[CH:11]=1)=[O:9]. The yield is 0.150. (5) The reactants are [H-].[Na+].[OH:3][CH:4]1[CH2:9][CH2:8][CH:7]([NH:10][C:11](=[O:17])[O:12][C:13]([CH3:16])([CH3:15])[CH3:14])[CH2:6][CH2:5]1.Cl[C:19]1[C:20]2[C:21]3[C@H:22]([CH2:32][C:33]([O:35][CH2:36][CH3:37])=[O:34])[CH2:23][CH2:24][CH2:25][C:26]=3[S:27][C:28]=2[N:29]=[CH:30][N:31]=1. The catalyst is C1COCC1. The product is [C:13]([O:12][C:11]([NH:10][CH:7]1[CH2:8][CH2:9][CH:4]([O:3][C:19]2[C:20]3[C:21]4[C@H:22]([CH2:32][C:33]([O:35][CH2:36][CH3:37])=[O:34])[CH2:23][CH2:24][CH2:25][C:26]=4[S:27][C:28]=3[N:29]=[CH:30][N:31]=2)[CH2:5][CH2:6]1)=[O:17])([CH3:14])([CH3:16])[CH3:15]. The yield is 0.600.